From a dataset of Peptide-MHC class I binding affinity with 185,985 pairs from IEDB/IMGT. Regression. Given a peptide amino acid sequence and an MHC pseudo amino acid sequence, predict their binding affinity value. This is MHC class I binding data. The peptide sequence is QQYHRFGLY. The MHC is HLA-A30:01 with pseudo-sequence HLA-A30:01. The binding affinity (normalized) is 0.266.